Dataset: Peptide-MHC class I binding affinity with 185,985 pairs from IEDB/IMGT. Task: Regression. Given a peptide amino acid sequence and an MHC pseudo amino acid sequence, predict their binding affinity value. This is MHC class I binding data. (1) The peptide sequence is CAVINTVCAL. The MHC is H-2-Db with pseudo-sequence H-2-Db. The binding affinity (normalized) is 0.225. (2) The binding affinity (normalized) is 0.112. The peptide sequence is WASRELERF. The MHC is HLA-B35:03 with pseudo-sequence HLA-B35:03. (3) The peptide sequence is GSEVPGFCH. The MHC is HLA-B07:02 with pseudo-sequence HLA-B07:02. The binding affinity (normalized) is 0.0847. (4) The peptide sequence is FPRSAERAG. The MHC is HLA-A26:01 with pseudo-sequence HLA-A26:01. The binding affinity (normalized) is 0.0847.